This data is from Reaction yield outcomes from USPTO patents with 853,638 reactions. The task is: Predict the reaction yield, written as a fraction of the theoretical maximum amount of product (1.0 means a 100% yield; for example, 0.34 means a 34% yield). (1) The reactants are [OH:1][C@H:2]1[CH2:6][CH2:5][NH:4][CH2:3]1.[N:7]([C:10]1[CH:11]=[CH:12][C:13]([O:16][CH3:17])=[N:14][CH:15]=1)=[C:8]=[S:9]. No catalyst specified. The product is [OH:1][C@H:2]1[CH2:6][CH2:5][N:4]([C:8](=[S:9])[NH:7][C:10]2[CH:15]=[N:14][C:13]([O:16][CH3:17])=[CH:12][CH:11]=2)[CH2:3]1. The yield is 0.990. (2) The reactants are Cl.Cl.[NH:3]1[CH2:6][CH:5]([C:7]2[C:8]([O:28][CH3:29])=[C:9]([CH:15]([N:17]3[C:21]4=[N:22][CH:23]=[N:24][C:25]([NH2:26])=[C:20]4[C:19]([CH3:27])=[N:18]3)[CH3:16])[CH:10]=[C:11]([Cl:14])[C:12]=2[CH3:13])[CH2:4]1.[OH:30][C@@H:31]([CH3:35])[C:32](O)=[O:33].C(N(CC)CC)C.F[P-](F)(F)(F)(F)F.C[N+](C)=C(N(C)C)ON1C2N=CC=CC=2N=N1. The catalyst is CN(C)C=O.CO. The product is [NH2:26][C:25]1[N:24]=[CH:23][N:22]=[C:21]2[N:17]([CH:15]([C:9]3[C:8]([O:28][CH3:29])=[C:7]([CH:5]4[CH2:4][N:3]([C:32](=[O:33])[C@@H:31]([OH:30])[CH3:35])[CH2:6]4)[C:12]([CH3:13])=[C:11]([Cl:14])[CH:10]=3)[CH3:16])[N:18]=[C:19]([CH3:27])[C:20]=12. The yield is 0.200. (3) The reactants are [C:1]1([NH:7][NH:8][C:9]([NH2:11])=[S:10])[CH:6]=[CH:5][CH:4]=[CH:3][CH:2]=1.Br[CH2:13][C:14]([C:16]1[CH:25]=[CH:24][C:23]2[NH:22][C:21](=[O:26])[C:20]3[NH:27][CH:28]=[CH:29][C:19]=3[C:18]=2[CH:17]=1)=O.[CH2:30]([C:32]([O-:34])=[O:33])[CH3:31]. The catalyst is C(O)C. The product is [O:26]=[C:21]1[C:20]2[NH:27][CH:28]=[CH:29][C:19]=2[C:18]2[CH:17]=[C:16]([C:14]3[N:11]=[C:9]([NH:8][NH:7][C:1]4[CH:2]=[CH:3][CH:4]=[CH:5][CH:6]=4)[S:10][CH:13]=3)[CH:25]=[CH:24][C:23]=2[NH:22]1.[CH2:30]([C:32]([O-:34])=[O:33])[CH3:31]. The yield is 0.420. (4) The reactants are C([O:8][C:9]1[CH:14]=[CH:13][C:12]([N+:15]([O-])=O)=[C:11]([F:18])[C:10]=1[CH3:19])C1C=CC=CC=1. The catalyst is CO.[Pd]. The product is [NH2:15][C:12]1[CH:13]=[CH:14][C:9]([OH:8])=[C:10]([CH3:19])[C:11]=1[F:18]. The yield is 0.960. (5) The product is [F:9][C:10]1[C:17]([O:18][CH3:19])=[CH:16][CH:15]=[CH:14][C:11]=1[CH:12]=[N:7][OH:8]. The reactants are C(=O)([O-])O.[Na+].Cl.[NH2:7][OH:8].[F:9][C:10]1[C:17]([O:18][CH3:19])=[CH:16][CH:15]=[CH:14][C:11]=1[CH:12]=O. The catalyst is O.C(O)C. The yield is 0.850.